Dataset: Forward reaction prediction with 1.9M reactions from USPTO patents (1976-2016). Task: Predict the product of the given reaction. (1) Given the reactants [Al+3].[Cl-].[Cl-].[Cl-].[C:5]1(=[O:15])[O:10][C:8](=[O:9])[C:7]2=[CH:11][CH:12]=[CH:13][CH:14]=[C:6]12.[C:16]1([CH:23]=[CH:22][CH:21]=[C:19]([OH:20])[CH:18]=1)[OH:17], predict the reaction product. The product is: [C:8]([C:7]1[CH:11]=[CH:12][CH:13]=[CH:14][C:6]=1[C:5](=[O:15])[C:21]1[CH:22]=[CH:23][C:16]([OH:17])=[CH:18][C:19]=1[OH:20])([OH:10])=[O:9]. (2) Given the reactants [C:1]([C:4]1[CH:9]=[CH:8][CH:7]=[CH:6][C:5]=1[NH:10][C:11](=[O:13])[CH3:12])(=[O:3])[CH3:2].[BrH:14].BrBr, predict the reaction product. The product is: [Br:14][CH2:2][C:1]([C:4]1[CH:9]=[CH:8][CH:7]=[CH:6][C:5]=1[NH:10][C:11](=[O:13])[CH3:12])=[O:3]. (3) Given the reactants [F:1][C:2]1[CH:3]=[C:4]([N:21]2[CH2:25][C@H:24]([CH2:26][N:27]3[CH:31]=[CH:30][N:29]=[N:28]3)[O:23][C:22]2=[O:32])[CH:5]=[CH:6][C:7]=1[C:8]1[CH:9]=[N:10][C:11]([C:14]2[CH2:18][C@@H:17]([CH2:19][OH:20])[O:16][N:15]=2)=[CH:12][CH:13]=1.Cl[C:34]([O:36][CH3:37])=[O:35].ClC([O-])=O, predict the reaction product. The product is: [C:34](=[O:35])([O:36][CH3:37])[O:20][CH2:19][C@H:17]1[O:16][N:15]=[C:14]([C:11]2[CH:12]=[CH:13][C:8]([C:7]3[CH:6]=[CH:5][C:4]([N:21]4[CH2:25][C@H:24]([CH2:26][N:27]5[CH:31]=[CH:30][N:29]=[N:28]5)[O:23][C:22]4=[O:32])=[CH:3][C:2]=3[F:1])=[CH:9][N:10]=2)[CH2:18]1. (4) Given the reactants Br[CH2:2][C:3]([C:5]1[CH:10]=[CH:9][C:8]([Br:11])=[CH:7][CH:6]=1)=[O:4].[C:12]([O:16][C:17]([N:19]1[CH2:23][C:22]([CH3:24])=[CH:21][C@H:20]1[C:25]([OH:27])=[O:26])=[O:18])([CH3:15])([CH3:14])[CH3:13].CCN(C(C)C)C(C)C, predict the reaction product. The product is: [CH3:24][C:22]1[CH2:23][N:19]([C:17]([O:16][C:12]([CH3:13])([CH3:14])[CH3:15])=[O:18])[C@H:20]([C:25]([O:27][CH2:2][C:3]([C:5]2[CH:10]=[CH:9][C:8]([Br:11])=[CH:7][CH:6]=2)=[O:4])=[O:26])[CH:21]=1. (5) Given the reactants [Cl:1][C:2]1[CH:7]=[CH:6][N:5]=[C:4]([CH2:8][NH:9][C:10]2[O:11][C:12]3[C:18]([O:19][CH3:20])=[CH:17][C:16]([C:21]([OH:23])=O)=[CH:15][C:13]=3[N:14]=2)[CH:3]=1.[CH2:24]([C@H:26]1[NH:31][CH2:30][C:29]([CH2:33][CH2:34][OH:35])([CH3:32])[O:28][CH2:27]1)[CH3:25].[CH:36](N(CC)C(C)C)(C)C.CN(C(ON1N=NC2C=CC=NC1=2)=[N+](C)C)C.F[P-](F)(F)(F)(F)F, predict the reaction product. The product is: [Cl:1][C:2]1[CH:7]=[CH:6][N:5]=[C:4]([CH:8]([NH:9][C:10]2[O:11][C:12]3[C:18]([O:19][CH3:20])=[CH:17][C:16]([C:21]([N:31]4[C@H:26]([CH2:24][CH3:25])[CH2:27][O:28][C:29]([CH2:33][CH2:34][OH:35])([CH3:32])[CH2:30]4)=[O:23])=[CH:15][C:13]=3[N:14]=2)[CH3:36])[CH:3]=1. (6) Given the reactants CC(O[C@@H:5]1[O:9][C@H:8]([CH2:10][O:11][C:12]([C:14]2[CH:19]=[CH:18][CH:17]=[CH:16][CH:15]=2)=[O:13])[C@@H:7]([O:20][C:21]([C:23]2[CH:28]=[CH:27][CH:26]=[CH:25][CH:24]=2)=[O:22])[C@H:6]1[O:29][C:30]([C:32]1[CH:37]=[CH:36][CH:35]=[CH:34][CH:33]=1)=[O:31])=O.[C:38]([Si](C)(C)C)#[N:39].B(F)(F)F.CCOCC.C(=O)(O)[O-].[Na+], predict the reaction product. The product is: [C:21]([O:20][C@H:7]1[C@@H:6]([O:29][C:30](=[O:31])[C:32]2[CH:37]=[CH:36][CH:35]=[CH:34][CH:33]=2)[C@H:5]([C:38]#[N:39])[O:9][C@@H:8]1[CH2:10][O:11][C:12](=[O:13])[C:14]1[CH:15]=[CH:16][CH:17]=[CH:18][CH:19]=1)(=[O:22])[C:23]1[CH:28]=[CH:27][CH:26]=[CH:25][CH:24]=1. (7) Given the reactants [CH3:1][O:2][C:3]1[CH:8]=[CH:7][C:6](Br)=[CH:5][N:4]=1.[NH:10]1[CH2:20][CH2:19][CH:13]([C:14]([O:16][CH2:17][CH3:18])=[O:15])[CH2:12][CH2:11]1.CC(C)([O-])C.[Na+].C1C=CC(P(C2C(C3C(P(C4C=CC=CC=4)C4C=CC=CC=4)=CC=C4C=3C=CC=C4)=C3C(C=CC=C3)=CC=2)C2C=CC=CC=2)=CC=1, predict the reaction product. The product is: [CH2:17]([O:16][C:14]([CH:13]1[CH2:19][CH2:20][N:10]([C:6]2[CH:5]=[N:4][C:3]([O:2][CH3:1])=[CH:8][CH:7]=2)[CH2:11][CH2:12]1)=[O:15])[CH3:18]. (8) Given the reactants [F:1][C:2]1[CH:7]=[CH:6][C:5]([CH3:8])=[CH:4][C:3]=1[NH:9][C:10]([C:12]1[CH:13]=[C:14]([CH:29]=[CH:30][CH:31]=1)[O:15][C:16]1[CH:21]=[CH:20][N:19]=[C:18]2[CH:22]=[C:23]([C:25]([O:27]C)=[O:26])[S:24][C:17]=12)=[O:11].[OH-].[Na+].O.Cl, predict the reaction product. The product is: [F:1][C:2]1[CH:7]=[CH:6][C:5]([CH3:8])=[CH:4][C:3]=1[NH:9][C:10]([C:12]1[CH:13]=[C:14]([CH:29]=[CH:30][CH:31]=1)[O:15][C:16]1[CH:21]=[CH:20][N:19]=[C:18]2[CH:22]=[C:23]([C:25]([OH:27])=[O:26])[S:24][C:17]=12)=[O:11]. (9) Given the reactants [Cl:1][C:2]1[CH:3]=[CH:4][C:5]([C:8]2[N:12]([C:13]3[CH:18]=[CH:17][CH:16]=[CH:15][N:14]=3)[N:11]=[C:10]([C:19]([OH:21])=O)[CH:9]=2)=[N:6][CH:7]=1.[C:22]([NH2:26])([CH3:25])([CH3:24])[CH3:23], predict the reaction product. The product is: [C:22]([NH:26][C:19]([C:10]1[CH:9]=[C:8]([C:5]2[CH:4]=[CH:3][C:2]([Cl:1])=[CH:7][N:6]=2)[N:12]([C:13]2[CH:18]=[CH:17][CH:16]=[CH:15][N:14]=2)[N:11]=1)=[O:21])([CH3:25])([CH3:24])[CH3:23]. (10) The product is: [CH2:2]([O:4][C:5](=[O:23])[C:6]1[CH:11]=[CH:10][CH:9]=[C:8]([NH:12][CH:13]([C:20]([O:22][C@@H:36]2[CH:37]3[CH2:40][CH2:41][N:34]([CH2:39][CH2:38]3)[CH2:35]2)=[O:21])[C:14]2[CH:15]=[CH:16][CH:17]=[CH:18][CH:19]=2)[CH:7]=1)[CH3:3]. Given the reactants Cl.[CH2:2]([O:4][C:5](=[O:23])[C:6]1[CH:11]=[CH:10][CH:9]=[C:8]([NH:12][CH:13]([C:20]([OH:22])=[O:21])[C:14]2[CH:19]=[CH:18][CH:17]=[CH:16][CH:15]=2)[CH:7]=1)[CH3:3].C1C=CC2N(O)N=NC=2C=1.[N:34]12[CH2:41][CH2:40][CH:37]([CH2:38][CH2:39]1)[C@@H:36](O)[CH2:35]2.CCN(C(C)C)C(C)C, predict the reaction product.